This data is from Forward reaction prediction with 1.9M reactions from USPTO patents (1976-2016). The task is: Predict the product of the given reaction. (1) Given the reactants CCN(CC)CC.[Cl:8][C:9]1[CH:10]=[C:11]([CH:15]=[CH:16][C:17]=1[F:18])[C:12](Cl)=[O:13].[NH2:19][CH:20]1[CH2:25][CH2:24][N:23]([C:26]([O:28][C:29]([CH3:32])([CH3:31])[CH3:30])=[O:27])[CH2:22][CH2:21]1.C([O-])(O)=O.[Na+], predict the reaction product. The product is: [Cl:8][C:9]1[CH:10]=[C:11]([CH:15]=[CH:16][C:17]=1[F:18])[C:12]([NH:19][CH:20]1[CH2:21][CH2:22][N:23]([C:26]([O:28][C:29]([CH3:32])([CH3:31])[CH3:30])=[O:27])[CH2:24][CH2:25]1)=[O:13]. (2) Given the reactants [Cl:1][C:2]1[CH:3]=[C:4]([N:10]2[C:14]3=[N:15][C:16]([NH:19][C@H:20]([C:22]4[CH:27]=[CH:26][C:25]([F:28])=[CH:24][N:23]=4)[CH3:21])=[CH:17][CH:18]=[C:13]3[N:12]=[CH:11]2)[C:5]([O:8]C)=[N:6][CH:7]=1, predict the reaction product. The product is: [Cl:1][C:2]1[CH:3]=[C:4]([N:10]2[C:14]3=[N:15][C:16]([NH:19][C@H:20]([C:22]4[CH:27]=[CH:26][C:25]([F:28])=[CH:24][N:23]=4)[CH3:21])=[CH:17][CH:18]=[C:13]3[N:12]=[CH:11]2)[C:5](=[O:8])[NH:6][CH:7]=1. (3) Given the reactants [Cl:1][C:2]1[CH:7]=[C:6]([S:8][CH:9]2[CH2:13][CH2:12][CH2:11][CH2:10]2)[N+:5]([O-])=[C:4]2[CH2:15][CH2:16][CH2:17][C:3]=12.P(Cl)(Cl)Cl, predict the reaction product. The product is: [Cl:1][C:2]1[CH:7]=[C:6]([S:8][CH:9]2[CH2:13][CH2:12][CH2:11][CH2:10]2)[N:5]=[C:4]2[CH2:15][CH2:16][CH2:17][C:3]=12. (4) Given the reactants [CH:1]1([C:4]2[CH:15]=[CH:14][CH:13]=[C:12]([CH3:16])[C:5]=2[CH2:6][C:7]2[NH:8][CH2:9][CH2:10][N:11]=2)[CH2:3][CH2:2]1.N12CCCN=C1CCCCC2.ClN1C(=O)N(Cl)C(=O)N(Cl)C1=O, predict the reaction product. The product is: [CH:1]1([C:4]2[CH:15]=[CH:14][CH:13]=[C:12]([CH3:16])[C:5]=2[CH2:6][C:7]2[NH:11][CH:10]=[CH:9][N:8]=2)[CH2:2][CH2:3]1. (5) Given the reactants [NH2:1][C@@H:2]1[CH2:7][CH2:6][CH2:5][CH2:4][C@H:3]1[CH2:8][C:9]1[CH:14]=[CH:13][C:12]([N:15]2[S:19](=[O:21])(=[O:20])[N:18]([CH2:22][CH2:23][Si:24]([CH3:27])([CH3:26])[CH3:25])[C:17](=[O:28])[CH2:16]2)=[C:11]([O:29][CH2:30][C:31]2[CH:36]=[CH:35][CH:34]=[CH:33][CH:32]=2)[CH:10]=1.C(N(C(C)C)CC)(C)C.[C:46](Cl)(=[O:48])[CH3:47].C(OCC)(=O)C, predict the reaction product. The product is: [CH2:30]([O:29][C:11]1[CH:10]=[C:9]([CH:14]=[CH:13][C:12]=1[N:15]1[CH2:16][C:17](=[O:28])[N:18]([CH2:22][CH2:23][Si:24]([CH3:26])([CH3:27])[CH3:25])[S:19]1(=[O:21])=[O:20])[CH2:8][C@@H:3]1[CH2:4][CH2:5][CH2:6][CH2:7][C@H:2]1[NH:1][C:46](=[O:48])[CH3:47])[C:31]1[CH:32]=[CH:33][CH:34]=[CH:35][CH:36]=1. (6) The product is: [C:1]([CH:3]1[CH2:8][CH2:7][CH:6]([NH:9][C:10](=[O:19])[O:11][CH2:12][C:13]2[CH:14]=[CH:15][CH:16]=[CH:17][CH:18]=2)[CH2:5][CH2:4]1)(=[S:28])[NH2:2]. Given the reactants [C:1]([CH:3]1[CH2:8][CH2:7][CH:6]([NH:9][C:10](=[O:19])[O:11][CH2:12][C:13]2[CH:18]=[CH:17][CH:16]=[CH:15][CH:14]=2)[CH2:5][CH2:4]1)#[N:2].Cl.P(S)(=[S:28])(OCC)OCC, predict the reaction product. (7) The product is: [Br:9][C:10]1[CH:15]=[CH:14][C:13]([CH:3]([C:2]([CH3:8])([CH3:7])[CH3:1])[C:4]([NH2:24])=[O:5])=[C:12]([C:17]([F:18])([F:19])[F:20])[CH:11]=1. Given the reactants [CH3:1][C:2]([CH3:8])([CH3:7])[CH2:3][C:4](Cl)=[O:5].[Br:9][C:10]1[CH:15]=[CH:14][C:13](N)=[C:12]([C:17]([F:20])([F:19])[F:18])[CH:11]=1.O.C(#[N:24])C, predict the reaction product.